This data is from Forward reaction prediction with 1.9M reactions from USPTO patents (1976-2016). The task is: Predict the product of the given reaction. (1) The product is: [CH3:16][C:14]1[N:25]([C:22]2[CH:23]=[CH:24][C:19]([CH3:18])=[CH:20][CH:21]=2)[N:26]=[CH:7][C:8]=1[C:9]([OH:11])=[O:10]. Given the reactants C(O)C.C(O[CH:7]=[C:8]([C:14]([CH3:16])=O)[C:9]([O:11]CC)=[O:10])C.Cl.[CH3:18][C:19]1[CH:24]=[CH:23][C:22]([NH:25][NH2:26])=[CH:21][CH:20]=1.[OH-].[Na+], predict the reaction product. (2) Given the reactants [CH:1]1([N:4]2[C:13]3[C:8](=[CH:9][C:10]([F:16])=[C:11](F)[C:12]=3[CH3:14])[C:7](=[O:17])[NH:6][C:5]2=[O:18])[CH2:3][CH2:2]1.[Cl-].[NH4+:20], predict the reaction product. The product is: [CH:1]1([N:4]2[C:13]3[C:8](=[CH:9][C:10]([F:16])=[C:11]([N:20]4[CH2:10][CH2:11][C@@H:12]([C@@H:13]([NH:4][CH3:1])[CH3:8])[CH2:14]4)[C:12]=3[CH3:14])[C:7](=[O:17])[NH:6][C:5]2=[O:18])[CH2:3][CH2:2]1.